Task: Predict the product of the given reaction.. Dataset: Forward reaction prediction with 1.9M reactions from USPTO patents (1976-2016) The product is: [CH3:23][O:24][C:25]1[CH:26]=[C:27]2[C:32](=[CH:33][C:34]=1[O:35][CH3:36])[O:31][CH2:30][CH2:29][CH:28]2[C:37]([C:39]1[CH:40]=[C:41]2[C:46](=[CH:47][CH:48]=1)[O:45][C:44]([CH3:50])([CH3:49])[CH:43]=[CH:42]2)=[O:38]. Given the reactants CC(OI1(OC(C)=O)(OC(C)=O)OC(=O)C2C=CC=CC1=2)=O.[CH3:23][O:24][C:25]1[CH:26]=[C:27]2[C:32](=[CH:33][C:34]=1[O:35][CH3:36])[O:31][CH2:30][CH2:29][CH:28]2[CH:37]([C:39]1[CH:40]=[C:41]2[C:46](=[CH:47][CH:48]=1)[O:45][C:44]([CH3:50])([CH3:49])[CH:43]=[CH:42]2)[OH:38], predict the reaction product.